Dataset: Full USPTO retrosynthesis dataset with 1.9M reactions from patents (1976-2016). Task: Predict the reactants needed to synthesize the given product. (1) Given the product [Cl:16][C:11]1[CH:10]=[C:9]([NH:8][C:5]2[N:6]=[CH:7][C:2]([C:27]3[CH:26]=[CH:31][CH:30]=[CH:29][C:28]=3[CH:32]=[CH:33][C:34]([OH:36])=[O:35])=[C:3]([N:17]3[CH2:22][CH2:21][O:20][CH2:19][CH2:18]3)[CH:4]=2)[CH:14]=[CH:13][C:12]=1[F:15], predict the reactants needed to synthesize it. The reactants are: Br[C:2]1[C:3]([N:17]2[CH2:22][CH2:21][O:20][CH2:19][CH2:18]2)=[CH:4][C:5]([NH:8][C:9]2[CH:14]=[CH:13][C:12]([F:15])=[C:11]([Cl:16])[CH:10]=2)=[N:6][CH:7]=1.B([C:26]1[CH:27]=[C:28](/[CH:32]=[CH:33]/[C:34]([OH:36])=[O:35])[CH:29]=[CH:30][CH:31]=1)(O)O.C1(P(C2CCCCC2)C2C=CC=CC=2C2C(C(C)C)=CC(C(C)C)=CC=2C(C)C)CCCCC1.C([O-])([O-])=O.[Na+].[Na+]. (2) Given the product [C:10]([O:9][C:7]([NH:14][N:15]=[C:4]([CH3:5])[CH2:3][O:2][CH3:1])=[O:8])([CH3:13])([CH3:12])[CH3:11], predict the reactants needed to synthesize it. The reactants are: [CH3:1][O:2][CH2:3][C:4](=O)[CH3:5].[C:7]([NH:14][NH2:15])([O:9][C:10]([CH3:13])([CH3:12])[CH3:11])=[O:8]. (3) The reactants are: [Si:1]([O:8][CH2:9][C:10]1[N:15]=[CH:14][C:13]2[N:16]=[CH:17][N:18]([C:19]3[S:23][C:22]([C:24]([O:26][CH3:27])=[O:25])=[C:21]([OH:28])[CH:20]=3)[C:12]=2[CH:11]=1)([C:4]([CH3:7])([CH3:6])[CH3:5])([CH3:3])[CH3:2].[Cl:29][C:30]1[CH:35]=[CH:34][CH:33]=[CH:32][C:31]=1[CH:36](O)[C:37]([F:40])([F:39])[F:38].C1(P(C2C=CC=CC=2)C2C=CC=CC=2)C=CC=CC=1.N(C(OC(C)(C)C)=O)=NC(OC(C)(C)C)=O. Given the product [Si:1]([O:8][CH2:9][C:10]1[N:15]=[CH:14][C:13]2[N:16]=[CH:17][N:18]([C:19]3[S:23][C:22]([C:24]([O:26][CH3:27])=[O:25])=[C:21]([O:28][CH:36]([C:31]4[CH:32]=[CH:33][CH:34]=[CH:35][C:30]=4[Cl:29])[C:37]([F:38])([F:40])[F:39])[CH:20]=3)[C:12]=2[CH:11]=1)([C:4]([CH3:5])([CH3:6])[CH3:7])([CH3:2])[CH3:3], predict the reactants needed to synthesize it. (4) Given the product [OH:70][CH:57]([C:58]1[CH:59]=[C:60]([CH:61]=[CH:62][CH:63]=1)[C:6]#[N:7])[CH2:46][OH:45], predict the reactants needed to synthesize it. The reactants are: C(C1C=C(C=CC=1)[C:6]#[N:7])=C.CC[C@H]1[C@H]2C[C@H]([C@H:46]([O:45]C3C4C(=CC=CC=4)C([O:45][C@H:46]([C:57]4C=CN=[C:63]5[C:58]=4[CH:59]=[C:60](OC)[CH:61]=[CH:62]5)[C@@H]4N5C[C@H](CC)[C@@H](CC5)C4)=NN=3)[C:57]3C=CN=[C:63]4[C:58]=3[CH:59]=[C:60](OC)[CH:61]=[CH:62]4)N(CC2)C1.C(=O)([O-])[O-:70].[K+].[K+].CS(N)(=O)=O. (5) Given the product [Cl:18][C:5]1[N:4]([CH:1]([CH3:3])[CH3:2])[C:8]2[CH:9]=[N:10][CH:11]=[CH:12][C:7]=2[N:6]=1, predict the reactants needed to synthesize it. The reactants are: [CH:1]([N:4]1[C:8]2[CH:9]=[N:10][CH:11]=[CH:12][C:7]=2[NH:6][C:5]1=O)([CH3:3])[CH3:2].[NH4+].[OH-].O=P(Cl)(Cl)[Cl:18]. (6) Given the product [Cl:39][C:40]1[CH:48]=[C:47]2[C:46](=[CH:42][CH:41]=1)[N:45]([CH2:49][CH2:50][N:51]1[CH2:56][CH2:55][NH:54][CH2:53][CH2:52]1)[C:44]1[CH2:3][N:66]([CH3:67])[CH2:65][CH2:64][C:43]2=1, predict the reactants needed to synthesize it. The reactants are: Cl.Cl[C:3]1C=CC(NN)=CC=1.BrCCN1CCN(C(OC(C)(C)C)=O)CC1.C(OC(OCC)CCCNC)C.[Cl:39][C:40]1[CH:41]=[C:42]2[C:46](=[CH:47][CH:48]=1)[N:45]([CH2:49][CH2:50][N:51]1[CH2:56][CH2:55][N:54](C(OC(C)(C)C)=O)[CH2:53][CH2:52]1)[CH:44]=[C:43]2[CH2:64][CH2:65][NH:66][CH3:67].C=O.C(O)(C(F)(F)F)=O.C(O)(C(F)(F)F)=O.ClCCl. (7) Given the product [CH3:27][O:26][N:25]([CH3:24])[C:10]([C:3]1[C:4]2[C:9](=[N:8][CH:7]=[CH:6][CH:5]=2)[NH:1][CH:2]=1)=[O:12], predict the reactants needed to synthesize it. The reactants are: [NH:1]1[C:9]2[C:4](=[CH:5][CH:6]=[CH:7][N:8]=2)[C:3]([C:10]([OH:12])=O)=[CH:2]1.C1C=NC2N(O)N=NC=2C=1.Cl.[CH3:24][NH:25][O:26][CH3:27].C(Cl)CCl.CCN(C(C)C)C(C)C.[Cl-].[NH4+]. (8) Given the product [Br:1][C:62]1[CH:63]=[C:58]([CH:55]([CH3:57])[CH3:56])[C:59]([NH2:67])=[C:60]([CH:64]([CH3:66])[CH3:65])[CH:61]=1, predict the reactants needed to synthesize it. The reactants are: [Br-:1].[Br-].[Br-].C([N+](CCCC)(CCCC)CCCC)CCC.C([N+](CCCC)(CCCC)CCCC)CCC.C([N+](CCCC)(CCCC)CCCC)CCC.[CH:55]([C:58]1[CH:63]=[CH:62][CH:61]=[C:60]([CH:64]([CH3:66])[CH3:65])[C:59]=1[NH2:67])([CH3:57])[CH3:56].S([O-])([O-])(=O)=S.[Na+].[Na+]. (9) Given the product [CH2:14]([C:12]1[CH:11]=[CH:10][C:8]2[CH:9]=[C:5]([CH2:3][OH:2])[O:6][C:7]=2[CH:13]=1)[CH2:15][CH2:16][CH3:17], predict the reactants needed to synthesize it. The reactants are: C[O:2][C:3]([C:5]1[O:6][C:7]2[CH:13]=[C:12]([CH2:14][CH2:15][CH2:16][CH3:17])[CH:11]=[CH:10][C:8]=2[CH:9]=1)=O.[H-].[Al+3].[Li+].[H-].[H-].[H-].Cl.